From a dataset of Reaction yield outcomes from USPTO patents with 853,638 reactions. Predict the reaction yield, written as a fraction of the theoretical maximum amount of product (1.0 means a 100% yield; for example, 0.34 means a 34% yield). (1) The catalyst is CC(C)=O. The product is [CH2:1]([O:3][C:4](=[O:12])[C:5]1[CH:10]=[CH:9][CH:8]=[C:7]([O:11][CH2:21][CH:20]=[CH2:19])[CH:6]=1)[CH3:2]. The yield is 0.950. The reactants are [CH2:1]([O:3][C:4](=[O:12])[C:5]1[CH:10]=[CH:9][CH:8]=[C:7]([OH:11])[CH:6]=1)[CH3:2].C(=O)([O-])[O-].[K+].[K+].[CH2:19](Br)[CH:20]=[CH2:21]. (2) The reactants are [CH3:1][C:2]1[CH:6]=[C:5]([NH2:7])[N:4]([C:8]2[CH:13]=[CH:12][CH:11]=[CH:10][N:9]=2)[N:3]=1.I[C:15]1[CH:23]=[CH:22][CH:21]=[CH:20][C:16]=1[C:17]([OH:19])=[O:18].C(=O)([O-])[O-].[K+].[K+].O. The catalyst is CN(C)C=O.C([O-])(=O)C.[Cu+2].C([O-])(=O)C.C(O)(=O)C. The product is [CH3:1][C:2]1[CH:6]=[C:5]([NH:7][C:15]2[CH:23]=[CH:22][CH:21]=[CH:20][C:16]=2[C:17]([OH:19])=[O:18])[N:4]([C:8]2[CH:13]=[CH:12][CH:11]=[CH:10][N:9]=2)[N:3]=1. The yield is 0.980.